This data is from Forward reaction prediction with 1.9M reactions from USPTO patents (1976-2016). The task is: Predict the product of the given reaction. (1) Given the reactants ClC(Cl)(O[C:5](=[O:11])OC(Cl)(Cl)Cl)Cl.[CH:13]([N:16]1[C:20]2[N:21]=[C:22]([C:31]3[CH:36]=[CH:35][C:34]([NH2:37])=[CH:33][CH:32]=3)[N:23]=[C:24]([N:25]3[CH2:30][CH2:29][O:28][CH2:27][CH2:26]3)[C:19]=2[N:18]=[N:17]1)([CH3:15])[CH3:14].[NH2:38][C:39]1[CH:47]=[CH:46][C:42]([C:43]([NH2:45])=[O:44])=[CH:41][CH:40]=1.CCN(CC)CC, predict the reaction product. The product is: [CH:13]([N:16]1[C:20]2[N:21]=[C:22]([C:31]3[CH:32]=[CH:33][C:34]([NH:37][C:5](=[O:11])[NH:38][C:39]4[CH:47]=[CH:46][C:42]([C:43]([NH2:45])=[O:44])=[CH:41][CH:40]=4)=[CH:35][CH:36]=3)[N:23]=[C:24]([N:25]3[CH2:30][CH2:29][O:28][CH2:27][CH2:26]3)[C:19]=2[N:18]=[N:17]1)([CH3:15])[CH3:14]. (2) Given the reactants [C:1]1([C:40]2[CH:45]=[CH:44][CH:43]=[CH:42][CH:41]=2)[CH:6]=[CH:5][C:4]([CH2:7][C:8]([N:31]2[C:35]3[CH:36]=[CH:37][CH:38]=[CH:39][C:34]=3[N:33]=[N:32]2)([C:25]2[CH:30]=[CH:29][CH:28]=[CH:27][CH:26]=2)[CH2:9][C:10]2[CH:15]=[CH:14][C:13](B3OC(C)(C)C(C)(C)O3)=[CH:12][CH:11]=2)=[CH:3][CH:2]=1.[C:46]([N:50]1[C:54](=[O:55])[CH:53]=[C:52](Cl)[S:51]1(=[O:58])=[O:57])([CH3:49])([CH3:48])[CH3:47], predict the reaction product. The product is: [N:31]1([C:8]([C:25]2[CH:30]=[CH:29][CH:28]=[CH:27][CH:26]=2)([CH2:7][C:4]2[CH:3]=[CH:2][C:1]([C:40]3[CH:41]=[CH:42][CH:43]=[CH:44][CH:45]=3)=[CH:6][CH:5]=2)[CH2:9][C:10]2[CH:15]=[CH:14][C:13]([C:52]3[S:51](=[O:58])(=[O:57])[N:50]([C:46]([CH3:49])([CH3:48])[CH3:47])[C:54](=[O:55])[CH:53]=3)=[CH:12][CH:11]=2)[C:35]2[CH:36]=[CH:37][CH:38]=[CH:39][C:34]=2[N:33]=[N:32]1.